Regression/Classification. Given a drug SMILES string, predict its toxicity properties. Task type varies by dataset: regression for continuous values (e.g., LD50, hERG inhibition percentage) or binary classification for toxic/non-toxic outcomes (e.g., AMES mutagenicity, cardiotoxicity, hepatotoxicity). Dataset: herg_karim. From a dataset of hERG potassium channel inhibition data for cardiac toxicity prediction from Karim et al.. (1) The drug is COc1cc(-c2cn(CC(=O)N(Cc3ccc(F)cc3)C3C4CC5CC(C4)CC3C5)nn2)ccc1-n1cnc(C)c1. The result is 1 (blocker). (2) The molecule is CCN1CCN(Cc2cnc(-c3ccc(C(=O)Nc4ccccc4N)cc3)c(Cl)c2)CC1. The result is 1 (blocker). (3) The molecule is CN(C)CCN1CCN(c2nc(-c3ccc(Cl)cc3Cl)c3c(n2)N(c2c(Cl)cccc2Cl)C(=O)NC3)CC1. The result is 1 (blocker). (4) The drug is CONC(=O)Cn1cc(CN(C(=O)C2CNCCC2(O)c2ccc(F)c(F)c2)C2CC2)c2c(F)cccc21. The result is 1 (blocker). (5) The drug is C[C@@H](C1CCC(N(C)C(=O)C2CC2)CC1)[C@H]([NH3+])C(=O)N1CC[C@H](F)C1. The result is 0 (non-blocker). (6) The drug is COCCCc1ccc(F)c2c(CN(C(=O)C3CNCCC3(O)c3ccc(F)c(F)c3)C3CC3)cn(CCCOC)c12. The result is 1 (blocker). (7) The drug is COC1COCCC1N(C)C1CCC(C(=O)N2CCN(c3cc(C(F)(F)F)ccn3)CC2)(C(C)C)C1. The result is 0 (non-blocker). (8) The compound is CS(=O)(=O)c1ccc([C@@H](CC2CCCC2)C(=O)Nc2cnccn2)cc1Cl. The result is 1 (blocker). (9) The molecule is Nc1ccccc1NC(=O)c1ccc(-c2ncc(CNN3CCC3)cc2Cl)cc1. The result is 0 (non-blocker).